From a dataset of Peptide-MHC class II binding affinity with 134,281 pairs from IEDB. Regression. Given a peptide amino acid sequence and an MHC pseudo amino acid sequence, predict their binding affinity value. This is MHC class II binding data. (1) The peptide sequence is EKKYFAATPFEPLAA. The MHC is HLA-DPA10301-DPB10402 with pseudo-sequence HLA-DPA10301-DPB10402. The binding affinity (normalized) is 0.896. (2) The peptide sequence is VFTPLLALATNLTEL. The MHC is DRB1_0301 with pseudo-sequence DRB1_0301. The binding affinity (normalized) is 0.289. (3) The peptide sequence is TDPVEMALFQPAGKQ. The MHC is DRB1_0101 with pseudo-sequence DRB1_0101. The binding affinity (normalized) is 0.462. (4) The peptide sequence is GAAMVEIALGGVMGG. The MHC is HLA-DQA10102-DQB10501 with pseudo-sequence HLA-DQA10102-DQB10501. The binding affinity (normalized) is 0.650. (5) The peptide sequence is LKGTSYKICTDKMFF. The MHC is DRB1_1101 with pseudo-sequence DRB1_1101. The binding affinity (normalized) is 0.511. (6) The binding affinity (normalized) is 0.177. The MHC is DRB1_0101 with pseudo-sequence DRB1_0101. The peptide sequence is IGVIILAALFMYYAK. (7) The peptide sequence is WDKFLANVSTVLTGK. The MHC is DRB1_0701 with pseudo-sequence DRB1_0701. The binding affinity (normalized) is 0.678. (8) The binding affinity (normalized) is 0.490. The MHC is DRB1_1101 with pseudo-sequence DRB1_1101. The peptide sequence is IEGITLLNAKFFHMN. (9) The peptide sequence is CIIHRGKPFQLEAV. The MHC is HLA-DPA10301-DPB10402 with pseudo-sequence HLA-DPA10301-DPB10402. The binding affinity (normalized) is 0.159.